Dataset: Forward reaction prediction with 1.9M reactions from USPTO patents (1976-2016). Task: Predict the product of the given reaction. (1) Given the reactants [NH2:1]Cl.[NH4+].[Cl-].[NH4+].[OH-].[O-]Cl.[Na+].[C:10]([C:14]1[CH:15]=[C:16]([C:19]([O:21][CH2:22][CH3:23])=[O:20])[NH:17][CH:18]=1)([CH3:13])([CH3:12])[CH3:11].[H-].[Na+], predict the reaction product. The product is: [C:10]([C:14]1[CH:15]=[C:16]([C:19]([O:21][CH2:22][CH3:23])=[O:20])[N:17]([NH2:1])[CH:18]=1)([CH3:13])([CH3:11])[CH3:12]. (2) The product is: [Cl:3][C:4]1[CH:13]=[CH:12][C:7]([C:8]([NH:2][CH3:1])=[N:10][OH:11])=[C:6]([F:14])[C:5]=1[I:15]. Given the reactants [CH3:1][NH2:2].[Cl:3][C:4]1[CH:13]=[CH:12][C:7]([C:8](=[N:10][OH:11])Cl)=[C:6]([F:14])[C:5]=1[I:15], predict the reaction product. (3) Given the reactants [N+:1]([C:4]1[CH:9]=[CH:8][C:7]([N:10]2[CH2:15][CH2:14][N:13]([CH2:16][CH:17]3[CH2:20][O:19][CH2:18]3)[CH2:12][CH2:11]2)=[CH:6][CH:5]=1)([O-])=O.C(O)C.[Cl-].[NH4+], predict the reaction product. The product is: [O:19]1[CH2:20][CH:17]([CH2:16][N:13]2[CH2:14][CH2:15][N:10]([C:7]3[CH:8]=[CH:9][C:4]([NH2:1])=[CH:5][CH:6]=3)[CH2:11][CH2:12]2)[CH2:18]1. (4) Given the reactants [N:1]1[CH:6]=[CH:5][CH:4]=[CH:3][C:2]=1[C:7]1[C:20]2OC3[C:13](=CC=CC=3)[NH:12][C:11]=2C=C[CH:8]=1.NCCC1CCCN1C.[Cl-].[Al+3].[Cl-].[Cl-].CO, predict the reaction product. The product is: [N:1]1[CH:6]=[CH:5][CH:4]=[CH:3][C:2]=1[CH:7]1[CH2:8][N:12]([CH3:13])[CH2:11][CH2:20]1. (5) Given the reactants [Cl-].O[NH3+:3].[C:4](=[O:7])([O-])[OH:5].[Na+].CS(C)=O.[OH:13][C:14]([C:17]1[CH:57]=[CH:56][C:20]([O:21][C@H:22]2[CH2:27][CH2:26][C@H:25]([N:28]3[C:33](=[O:34])[C:32]([CH2:35][C:36]4[CH:41]=[CH:40][C:39]([C:42]5[C:43]([C:48]#[N:49])=[CH:44][CH:45]=[CH:46][CH:47]=5)=[CH:38][CH:37]=4)=[C:31]([CH2:50][CH2:51][CH3:52])[N:30]4[N:53]=[CH:54][N:55]=[C:29]34)[CH2:24][CH2:23]2)=[CH:19][CH:18]=1)([CH3:16])[CH3:15], predict the reaction product. The product is: [OH:13][C:14]([C:17]1[CH:57]=[CH:56][C:20]([O:21][C@H:22]2[CH2:27][CH2:26][C@H:25]([N:28]3[C:33](=[O:34])[C:32]([CH2:35][C:36]4[CH:41]=[CH:40][C:39]([C:42]5[CH:47]=[CH:46][CH:45]=[CH:44][C:43]=5[C:48]5[NH:3][C:4](=[O:7])[O:5][N:49]=5)=[CH:38][CH:37]=4)=[C:31]([CH2:50][CH2:51][CH3:52])[N:30]4[N:53]=[CH:54][N:55]=[C:29]34)[CH2:24][CH2:23]2)=[CH:19][CH:18]=1)([CH3:16])[CH3:15]. (6) Given the reactants [CH2:1]([O:3][C:4](=[O:28])[CH2:5][C:6]1[NH:7][C:8]2[C:13]([C:14]=1[S:15][C:16]([CH3:19])([CH3:18])[CH3:17])=[CH:12][C:11]([S:20][CH2:21][C:22]1[CH:27]=[CH:26][CH:25]=[CH:24][N:23]=1)=[CH:10][CH:9]=2)[CH3:2].Br[CH2:30][C:31]1[CH:36]=[CH:35][C:34]([C:37]2[CH:42]=[CH:41][C:40]([C:43]([F:46])([F:45])[F:44])=[CH:39][N:38]=2)=[CH:33][CH:32]=1, predict the reaction product. The product is: [CH2:1]([O:3][C:4](=[O:28])[CH:5]([C:6]1[NH:7][C:8]2[C:13]([C:14]=1[S:15][C:16]([CH3:19])([CH3:18])[CH3:17])=[CH:12][C:11]([S:20][CH2:21][C:22]1[CH:27]=[CH:26][CH:25]=[CH:24][N:23]=1)=[CH:10][CH:9]=2)[CH2:30][C:31]1[CH:32]=[CH:33][C:34]([C:37]2[CH:42]=[CH:41][C:40]([C:43]([F:46])([F:44])[F:45])=[CH:39][N:38]=2)=[CH:35][CH:36]=1)[CH3:2]. (7) Given the reactants S(=O)(=O)(O)O.N[C:7]1[C:12]([N+:13]([O-:15])=[O:14])=[CH:11][C:10]([C:16]([F:19])([F:18])[F:17])=[CH:9][C:8]=1[Cl:20].N([O-])=O.[Na+].CCCCCC, predict the reaction product. The product is: [Cl:20][C:8]1[CH:9]=[C:10]([C:16]([F:17])([F:18])[F:19])[CH:11]=[C:12]([N+:13]([O-:15])=[O:14])[CH:7]=1. (8) Given the reactants [N+:1]([C:4]1[CH:10]=[C:9]([N+:11]([O-:13])=[O:12])[CH:8]=[CH:7][C:5]=1[NH2:6])([O-:3])=[O:2].[CH3:14][O:15][C:16](=[O:23])[CH2:17][CH2:18][CH2:19][C:20](Cl)=[O:21], predict the reaction product. The product is: [CH3:14][O:15][C:16](=[O:23])[CH2:17][CH2:18][CH2:19][C:20](=[O:21])[NH:6][C:5]1[CH:7]=[CH:8][C:9]([N+:11]([O-:13])=[O:12])=[CH:10][C:4]=1[N+:1]([O-:3])=[O:2].